Dataset: Catalyst prediction with 721,799 reactions and 888 catalyst types from USPTO. Task: Predict which catalyst facilitates the given reaction. Reactant: [F:1][C:2]([F:25])([C:18]1[CH:23]=[N:22][C:21]([CH3:24])=[CH:20][N:19]=1)[CH2:3][N:4]1[CH2:9][CH2:8][CH:7]([NH:10]C(=O)OC(C)(C)C)[CH2:6][CH2:5]1.C(O)(C(F)(F)F)=O. Product: [F:25][C:2]([F:1])([C:18]1[CH:23]=[N:22][C:21]([CH3:24])=[CH:20][N:19]=1)[CH2:3][N:4]1[CH2:9][CH2:8][CH:7]([NH2:10])[CH2:6][CH2:5]1. The catalyst class is: 2.